This data is from Reaction yield outcomes from USPTO patents with 853,638 reactions. The task is: Predict the reaction yield, written as a fraction of the theoretical maximum amount of product (1.0 means a 100% yield; for example, 0.34 means a 34% yield). (1) The reactants are [C:1]([C:3]1[CH:4]=[C:5]([C:9]2[CH:10]=[CH:11][C:12]3[O:16][C:15]([C:17]4[CH:22]=[CH:21][C:20]([F:23])=[CH:19][CH:18]=4)=[C:14]([C:24]([NH:26][CH3:27])=[O:25])[C:13]=3[CH:28]=2)[CH:6]=[CH:7][CH:8]=1)#[N:2].N[C@H:30]([CH:33]([CH3:35])[CH3:34])[CH2:31][OH:32]. The catalyst is C1(Cl)C=CC=CC=1.[Cl-].[Zn+2].[Cl-]. The product is [F:23][C:20]1[CH:21]=[CH:22][C:17]([C:15]2[O:16][C:12]3[CH:11]=[CH:10][C:9]([C:5]4[CH:6]=[CH:7][CH:8]=[C:3]([C:1]5[O:32][CH2:31][C@@H:30]([CH:33]([CH3:35])[CH3:34])[N:2]=5)[CH:4]=4)=[CH:28][C:13]=3[C:14]=2[C:24]([NH:26][CH3:27])=[O:25])=[CH:18][CH:19]=1. The yield is 0.250. (2) The reactants are [OH:1][CH2:2][C:3]([O:5]C)=[O:4].Cl[C:8]1[CH:13]=[CH:12][N:11]=[C:10]([NH:14][C:15]2[CH:16]=[C:17]([C:22]3[S:26][C:25]([C:27]([OH:33])([CH3:32])[C:28]([F:31])([F:30])[F:29])=[N:24][CH:23]=3)[CH:18]=[C:19]([CH3:21])[CH:20]=2)[N:9]=1.C(=O)([O-])[O-].[Cs+].[Cs+].FC(F)(F)C(O)=O. No catalyst specified. The product is [CH3:21][C:19]1[CH:20]=[C:15]([NH:14][C:10]2[N:9]=[C:8]([O:1][CH2:2][C:3]([OH:5])=[O:4])[CH:13]=[CH:12][N:11]=2)[CH:16]=[C:17]([C:22]2[S:26][C:25]([C:27]([OH:33])([CH3:32])[C:28]([F:31])([F:30])[F:29])=[N:24][CH:23]=2)[CH:18]=1. The yield is 0.150. (3) The reactants are Cl[C:2]1[N:3]=[CH:4][CH:5]=[C:6]2[CH:10]=[C:9]([C:11]([NH:13][CH2:14][C:15]3[CH:20]=[CH:19][CH:18]=[CH:17][N:16]=3)=[O:12])[NH:8][C:7]=12.C(N(CC)CC)C. The catalyst is CN(C)C=O.[Pd](Cl)Cl.[Pd]. The product is [N:16]1[CH:17]=[CH:18][CH:19]=[CH:20][C:15]=1[CH2:14][NH:13][C:11]([C:9]1[NH:8][C:7]2=[CH:2][N:3]=[CH:4][CH:5]=[C:6]2[CH:10]=1)=[O:12]. The yield is 0.250. (4) The reactants are [O:1]1[C:6]2[CH:7]=[CH:8][C:9]([OH:11])=[CH:10][C:5]=2[O:4][CH2:3][CH2:2]1.C([Mg]Cl)(C)C.[Br:17][C:18]1[CH:26]=[CH:25][CH:24]=[C:23]2[C:19]=1[C:20](=[O:29])[C:21](=[O:28])[N:22]2[CH3:27].Cl. The yield is 0.800. The catalyst is ClCCl. The product is [Br:17][C:18]1[CH:26]=[CH:25][CH:24]=[C:23]2[C:19]=1[C:20]([OH:29])([C:8]1[C:9]([OH:11])=[CH:10][C:5]3[O:4][CH2:3][CH2:2][O:1][C:6]=3[CH:7]=1)[C:21](=[O:28])[N:22]2[CH3:27]. (5) The yield is 0.970. The product is [CH2:5]([O:4][C:2]([N:13]([CH2:14][CH2:15][OH:16])[CH3:12])=[O:3])[C:6]1[CH:11]=[CH:10][CH:9]=[CH:8][CH:7]=1. The catalyst is C1COCC1.C(=O)([O-])[O-].[Na+].[Na+]. The reactants are Cl[C:2]([O:4][CH2:5][C:6]1[CH:11]=[CH:10][CH:9]=[CH:8][CH:7]=1)=[O:3].[CH3:12][NH:13][CH2:14][CH2:15][OH:16]. (6) The reactants are [OH:1][C@@H:2]([C:23]1[CH:28]=[CH:27][CH:26]=[CH:25][CH:24]=1)[CH2:3][CH2:4][N:5]1[CH2:10][CH2:9][CH:8]([C:11]2[CH:12]=[C:13]([NH:17][C:18](=[O:22])[CH:19]([CH3:21])[CH3:20])[CH:14]=[CH:15][CH:16]=2)[CH2:7][CH2:6]1.[F:29][C:30]1[CH:35]=[CH:34][C:33](O)=[CH:32][CH:31]=1.C1(P(C2C=CC=CC=2)C2C=CC=CC=2)C=CC=CC=1.N(C(OCC)=O)=NC(OCC)=O.N. The catalyst is C1COCC1.C(Cl)(Cl)Cl. The product is [F:29][C:30]1[CH:35]=[CH:34][C:33]([O:1][C@H:2]([C:23]2[CH:24]=[CH:25][CH:26]=[CH:27][CH:28]=2)[CH2:3][CH2:4][N:5]2[CH2:10][CH2:9][CH:8]([C:11]3[CH:12]=[C:13]([NH:17][C:18](=[O:22])[CH:19]([CH3:21])[CH3:20])[CH:14]=[CH:15][CH:16]=3)[CH2:7][CH2:6]2)=[CH:32][CH:31]=1. The yield is 0.647. (7) The reactants are [CH2:1]([O:8][C:9]1[C:32]([O:33][CH3:34])=[CH:31][C:12]([C:13]([N:15]2[C:23]3[C:18](=[CH:19][CH:20]=[C:21]([N+:24]([O-:26])=[O:25])[CH:22]=3)[CH2:17][CH:16]2[C:27](OC)=[O:28])=[O:14])=[C:11]([N+:35]([O-:37])=[O:36])[CH:10]=1)[C:2]1[CH:7]=[CH:6][CH:5]=[CH:4][CH:3]=1.C(=O)=O.CC(C)=O.CC(C[AlH]CC(C)C)C. The catalyst is ClCCl.C1(C)C=CC=CC=1.Cl.C(OCC)(=O)C.CO. The product is [CH2:1]([O:8][C:9]1[C:32]([O:33][CH3:34])=[CH:31][C:12]([C:13]([N:15]2[C:23]3[C:18](=[CH:19][CH:20]=[C:21]([N+:24]([O-:26])=[O:25])[CH:22]=3)[CH2:17][CH:16]2[CH:27]=[O:28])=[O:14])=[C:11]([N+:35]([O-:37])=[O:36])[CH:10]=1)[C:2]1[CH:7]=[CH:6][CH:5]=[CH:4][CH:3]=1. The yield is 0.645.